This data is from Catalyst prediction with 721,799 reactions and 888 catalyst types from USPTO. The task is: Predict which catalyst facilitates the given reaction. (1) Reactant: [Cl:1][C:2]1[C:11]2[C:6](=[CH:7][CH:8]=[CH:9][CH:10]=2)[N:5]=[C:4]([C:12]([O:14]CC)=O)[N:3]=1.[F:17][C:18]1[CH:19]=[C:20]([Mg]Br)[CH:21]=[CH:22][C:23]=1[F:24].C1COCC1.[Cl-].[NH4+]. Product: [Cl:1][C:2]1[C:11]2[C:6](=[CH:7][CH:8]=[CH:9][CH:10]=2)[N:5]=[C:4]([C:12]([C:21]2[CH:20]=[CH:19][C:18]([F:17])=[C:23]([F:24])[CH:22]=2)=[O:14])[N:3]=1. The catalyst class is: 1. (2) Reactant: [F:1][C:2]([F:7])([F:6])[C:3]([OH:5])=[O:4].[CH3:8][C:9]1[CH2:10][CH2:11][C@@H:12]([C:14]([O:16][CH2:17][CH3:18])=[O:15])[N:13]=1. Product: [F:1][C:2]([F:7])([F:6])[C:3]([OH:5])=[O:4].[CH3:8][C@@H:9]1[NH:13][C@H:12]([C:14]([O:16][CH2:17][CH3:18])=[O:15])[CH2:11][CH2:10]1. The catalyst class is: 50. (3) Reactant: [N+](C1C=CC([C:10]2[CH:22]=[C:21]([C:23]([O-])=[O:24])[C:20]3[C:19]4[C:14](=[C:15]([Cl:26])[CH:16]=[CH:17][CH:18]=4)[N:13]([CH2:27][C:28]4[CH:33]=[CH:32][C:31]([F:34])=[CH:30][CH:29]=4)[C:12]=3[C:11]=2[O:35][CH3:36])=CC=1)([O-])=O.[Cl:37][C:38]1[CH:39]=[N:40][CH:41]=[C:42]([Cl:45])[C:43]=1[NH2:44].[H-].[Na+]. Product: [Cl:37][C:38]1[CH:39]=[N:40][CH:41]=[C:42]([Cl:45])[C:43]=1[NH:44][C:23]([C:21]1[C:20]2[C:19]3[C:14](=[C:15]([Cl:26])[CH:16]=[CH:17][CH:18]=3)[N:13]([CH2:27][C:28]3[CH:33]=[CH:32][C:31]([F:34])=[CH:30][CH:29]=3)[C:12]=2[C:11]([O:35][CH3:36])=[CH:10][CH:22]=1)=[O:24]. The catalyst class is: 3. (4) Reactant: [NH2:1][C:2]1[CH:9]=[CH:8][C:7]([O:10][C:11]([F:14])([F:13])[F:12])=[CH:6][C:3]=1[CH:4]=O.C(=O)([O-])[O-].[K+].[K+].[F:21][C:22]([F:31])([F:30])/[CH:23]=[CH:24]/[C:25]([O:27][CH2:28][CH3:29])=[O:26]. Product: [F:12][C:11]([F:14])([F:13])[O:10][C:7]1[CH:6]=[C:3]2[C:2](=[CH:9][CH:8]=1)[NH:1][CH:23]([C:22]([F:21])([F:31])[F:30])[C:24]([C:25]([O:27][CH2:28][CH3:29])=[O:26])=[CH:4]2. The catalyst class is: 9.